This data is from Rat liver microsome stability data. The task is: Regression/Classification. Given a drug SMILES string, predict its absorption, distribution, metabolism, or excretion properties. Task type varies by dataset: regression for continuous measurements (e.g., permeability, clearance, half-life) or binary classification for categorical outcomes (e.g., BBB penetration, CYP inhibition). Dataset: rlm. (1) The molecule is Cc1ccc(Nc2nc(C)c(NC(=O)c3ccc(C)cc3)c(Nc3ccc(C)cc3)n2)cc1. The result is 1 (stable in rat liver microsomes). (2) The molecule is O=S(=O)(Nc1nccs1)c1ccc(NCc2cccc3cc[nH]c23)cc1. The result is 0 (unstable in rat liver microsomes).